This data is from Forward reaction prediction with 1.9M reactions from USPTO patents (1976-2016). The task is: Predict the product of the given reaction. Given the reactants [Cl:1][C:2]1[CH:26]=[CH:25][C:5]([CH2:6][C:7]2([OH:24])[CH2:12][CH2:11][N:10]([S:13]([C:16]3[C:17]([CH3:23])=[N:18][N:19]([CH3:22])[C:20]=3[CH3:21])(=[O:15])=[O:14])[CH2:9][CH2:8]2)=[CH:4][CH:3]=1.CN1C(C)=C(S(N2CCC(=O)CC2)(=O)=O)C(C)=N1.[Cl:45]C1C=C(Cl)C=CC=1CCl, predict the reaction product. The product is: [Cl:45][C:4]1[CH:3]=[C:2]([Cl:1])[CH:26]=[CH:25][C:5]=1[CH2:6][C:7]1([OH:24])[CH2:12][CH2:11][N:10]([S:13]([C:16]2[C:17]([CH3:23])=[N:18][N:19]([CH3:22])[C:20]=2[CH3:21])(=[O:15])=[O:14])[CH2:9][CH2:8]1.